Task: Predict the reactants needed to synthesize the given product.. Dataset: Full USPTO retrosynthesis dataset with 1.9M reactions from patents (1976-2016) (1) Given the product [OH:14][CH2:13][CH2:15][N:16]1[C:3](=[O:12])[CH:2]2[CH:6]([CH:7]3[O:10][CH:1]2[CH:9]=[CH:8]3)[C:5]1=[O:11], predict the reactants needed to synthesize it. The reactants are: [CH:1]12[O:10][CH:7]([CH:8]=[CH:9]1)[CH:6]1[CH:2]2[C:3](=[O:12])O[C:5]1=[O:11].[CH2:13]([CH2:15][NH2:16])[OH:14]. (2) Given the product [CH2:2]1[C:12]2([CH2:11][CH2:10][CH:9]([CH2:8][OH:15])[CH2:6][CH2:13]2)[CH2:5][O:1]1, predict the reactants needed to synthesize it. The reactants are: [O:1]1[CH2:5]CC[CH2:2]1.[CH:6]12B[CH:10]([CH2:11][CH2:12][CH2:13]1)[CH2:9][CH2:8]C2.[OH-:15].[Na+].OO. (3) The reactants are: [CH3:1][O:2][CH:3]([O:8][CH3:9])[CH2:4][CH2:5][CH:6]=[O:7].[CH2:10]([Mg]Cl)[CH:11]=[CH2:12].O.[Cl-].[NH4+]. Given the product [CH3:1][O:2][CH:3]([O:8][CH3:9])[CH2:4][CH2:5][CH:6]([OH:7])[CH2:12][CH:11]=[CH2:10], predict the reactants needed to synthesize it. (4) Given the product [CH2:12]([O:11][C:9]1[C:8]([C:22](=[O:29])[C:23]2[CH:28]=[CH:27][CH:26]=[CH:25][CH:24]=2)=[C:7]([CH2:15][C:16]([O:18][CH3:19])=[O:17])[C:6]([CH2:20][CH3:21])=[C:5]([O:4][CH2:1][CH:2]=[CH2:3])[CH:10]=1)[CH:13]=[CH2:14], predict the reactants needed to synthesize it. The reactants are: [CH2:1]([O:4][C:5]1[C:6]([CH2:20][CH3:21])=[C:7]([CH2:15][C:16]([O:18][CH3:19])=[O:17])[CH:8]=[C:9]([O:11][CH2:12][CH:13]=[CH2:14])[CH:10]=1)[CH:2]=[CH2:3].[C:22](O)(=[O:29])[C:23]1[CH:28]=[CH:27][CH:26]=[CH:25][CH:24]=1.FC(F)(F)C(OC(=O)C(F)(F)F)=O.C(=O)([O-])O.[Na+].